From a dataset of Catalyst prediction with 721,799 reactions and 888 catalyst types from USPTO. Predict which catalyst facilitates the given reaction. (1) Reactant: [Br:1][C:2]1[CH:3]=[C:4]([CH2:12][OH:13])[CH:5]=[N:6][C:7]=1[C:8]([F:11])([F:10])[F:9]. Product: [Br:1][C:2]1[CH:3]=[C:4]([CH:12]=[O:13])[CH:5]=[N:6][C:7]=1[C:8]([F:9])([F:10])[F:11]. The catalyst class is: 2. (2) Reactant: [NH2:1][C:2]1[CH:3]=[CH:4][C:5]([O:11][CH:12]([C:19]2[CH:24]=[CH:23][CH:22]=[CH:21][CH:20]=2)[C:13]2[CH:18]=[CH:17][CH:16]=[CH:15][CH:14]=2)=[C:6]([C:8](=[O:10])[CH3:9])[CH:7]=1.[CH3:25][O:26][C:27]1[CH:28]=[C:29]([N:33]=[C:34]=[O:35])[CH:30]=[CH:31][CH:32]=1. Product: [C:8]([C:6]1[CH:7]=[C:2]([NH:1][C:34]([NH:33][C:29]2[CH:30]=[CH:31][CH:32]=[C:27]([O:26][CH3:25])[CH:28]=2)=[O:35])[CH:3]=[CH:4][C:5]=1[O:11][CH:12]([C:13]1[CH:18]=[CH:17][CH:16]=[CH:15][CH:14]=1)[C:19]1[CH:20]=[CH:21][CH:22]=[CH:23][CH:24]=1)(=[O:10])[CH3:9]. The catalyst class is: 1. (3) Product: [C:14]1([S:20]([N:1]2[C:9]3[C:4](=[CH:5][C:6]([CH:10]=[O:11])=[CH:7][CH:8]=3)[CH:3]=[CH:2]2)(=[O:22])=[O:21])[CH:19]=[CH:18][CH:17]=[CH:16][CH:15]=1. The catalyst class is: 7. Reactant: [NH:1]1[C:9]2[C:4](=[CH:5][C:6]([CH:10]=[O:11])=[CH:7][CH:8]=2)[CH:3]=[CH:2]1.[H-].[Na+].[C:14]1([S:20](Cl)(=[O:22])=[O:21])[CH:19]=[CH:18][CH:17]=[CH:16][CH:15]=1.Cl.